The task is: Predict the reactants needed to synthesize the given product.. This data is from Full USPTO retrosynthesis dataset with 1.9M reactions from patents (1976-2016). (1) Given the product [C:1]([C:5]1[CH:6]=[C:7]([CH:8]=[C:9]([C:12]([CH3:14])([CH3:15])[CH3:13])[C:10]=1[OH:11])[C:16]([C:17](=[CH:32][N:33]([CH3:35])[CH3:34])[C:18]([NH:20][CH3:21])=[O:19])=[O:22])([CH3:2])([CH3:3])[CH3:4], predict the reactants needed to synthesize it. The reactants are: [C:1]([C:5]1[CH:6]=[C:7]([C:16](=[O:22])[CH2:17][C:18]([NH:20][CH3:21])=[O:19])[CH:8]=[C:9]([C:12]([CH3:15])([CH3:14])[CH3:13])[C:10]=1[OH:11])([CH3:4])([CH3:3])[CH3:2].C1(C)C=CC=CC=1.CO[CH:32](OC)[N:33]([CH3:35])[CH3:34]. (2) Given the product [CH2:1]([O:8][C:9]1[CH:10]=[C:11]([CH:12]=[CH:13][CH:14]=1)[CH2:15][C:16]1[N:17]=[CH:18][NH:20][N:21]=1)[C:30]1[CH:29]=[CH:28][CH:33]=[CH:32][CH:31]=1, predict the reactants needed to synthesize it. The reactants are: [CH2:1]([O:8][C:9]1[CH:10]=[C:11]([CH2:15][C:16]#[N:17])[CH:12]=[CH:13][CH:14]=1)C1C=CC=CC=1.[CH:18]([NH:20][NH2:21])=O.C(=O)([O-])[O-].[K+].[K+].[CH3:28][CH2:29][CH2:30][CH2:31][CH2:32][CH3:33]. (3) Given the product [CH3:22][Si:21]([CH3:24])([CH3:23])[C:19]#[C:20][C:10]1[S:9][CH:8]=[N:7][C:6]=1[C:4]([O:3][CH2:1][CH3:2])=[O:5], predict the reactants needed to synthesize it. The reactants are: [CH2:1]([O:3][C:4]([C:6]1[N:7]=[CH:8][S:9][C:10]=1I)=[O:5])[CH3:2].C(N(CC)CC)C.[C:19]([Si:21]([CH3:24])([CH3:23])[CH3:22])#[CH:20].Cl.